Dataset: Full USPTO retrosynthesis dataset with 1.9M reactions from patents (1976-2016). Task: Predict the reactants needed to synthesize the given product. (1) Given the product [CH:36]1([CH2:39][O:40][C:41]2[CH:49]=[CH:48][C:44]3[O:45][CH2:46][O:47][C:43]=3[C:42]=2[C:50]2[C:51]3[NH:58][CH:57]=[C:56]([C:59]([NH:1][C@H:2]([CH2:32][CH:33]([CH3:35])[CH3:34])[C:3]([N:5]4[CH2:6][CH2:7][CH:8]([N:11]5[N:20]=[C:19]([C:21]6[CH:26]=[CH:25][C:24]([O:27][CH3:28])=[C:23]([O:29][CH3:30])[CH:22]=6)[C@@H:18]6[C@@H:13]([CH2:14][CH2:15][CH2:16][CH2:17]6)[C:12]5=[O:31])[CH2:9][CH2:10]4)=[O:4])=[O:60])[C:52]=3[N:53]=[CH:54][N:55]=2)[CH2:37][CH2:38]1, predict the reactants needed to synthesize it. The reactants are: [NH2:1][C@H:2]([CH2:32][CH:33]([CH3:35])[CH3:34])[C:3]([N:5]1[CH2:10][CH2:9][CH:8]([N:11]2[N:20]=[C:19]([C:21]3[CH:26]=[CH:25][C:24]([O:27][CH3:28])=[C:23]([O:29][CH3:30])[CH:22]=3)[C@@H:18]3[C@@H:13]([CH2:14][CH2:15][CH2:16][CH2:17]3)[C:12]2=[O:31])[CH2:7][CH2:6]1)=[O:4].[CH:36]1([CH2:39][O:40][C:41]2[CH:49]=[CH:48][C:44]3[O:45][CH2:46][O:47][C:43]=3[C:42]=2[C:50]2[C:51]3[NH:58][CH:57]=[C:56]([C:59](O)=[O:60])[C:52]=3[N:53]=[CH:54][N:55]=2)[CH2:38][CH2:37]1.CN(C(ON1N=NC2C=CC=CC1=2)=[N+](C)C)C.F[P-](F)(F)(F)(F)F.CCN(C(C)C)C(C)C. (2) The reactants are: NO.C([N:6](CC)C(C)C)(C)C.[Br:12][C:13]1[C:14]([NH:19][C:20]([NH:22]C(OCC)=O)=S)=[N:15][CH:16]=[CH:17][CH:18]=1. Given the product [Br:12][C:13]1[C:14]2[N:15]([N:6]=[C:20]([NH2:22])[N:19]=2)[CH:16]=[CH:17][CH:18]=1, predict the reactants needed to synthesize it. (3) Given the product [Br:11][CH:6]([C:5]1[CH:9]=[CH:10][C:2]([Cl:1])=[CH:3][CH:4]=1)[C:7]#[N:8], predict the reactants needed to synthesize it. The reactants are: [Cl:1][C:2]1[CH:10]=[CH:9][C:5]([CH2:6][C:7]#[N:8])=[CH:4][CH:3]=1.[Br:11]([O-])(=O)=O.[Na+].S(=O)(O)[O-].[Na+].C(OCC)C. (4) Given the product [CH2:1]([O:8][NH:9][C:10]([CH:12]1[N:21]([S:22]([C:25]2[CH:26]=[CH:27][C:28]([O:31][CH2:32][CH2:33][OH:34])=[CH:29][CH:30]=2)(=[O:24])=[O:23])[CH2:20][C:15]2=[N:16][CH:17]=[CH:18][N:19]=[C:14]2[CH2:13]1)=[O:11])[C:2]1[CH:7]=[CH:6][CH:5]=[CH:4][CH:3]=1, predict the reactants needed to synthesize it. The reactants are: [CH2:1]([O:8][NH:9][C:10]([CH:12]1[N:21]([S:22]([C:25]2[CH:30]=[CH:29][C:28]([O:31][CH2:32][CH2:33][O:34]C(=O)C)=[CH:27][CH:26]=2)(=[O:24])=[O:23])[CH2:20][C:15]2=[N:16][CH:17]=[CH:18][N:19]=[C:14]2[CH2:13]1)=[O:11])[C:2]1[CH:7]=[CH:6][CH:5]=[CH:4][CH:3]=1.[OH-].[Na+].CO.